From a dataset of NCI-60 drug combinations with 297,098 pairs across 59 cell lines. Regression. Given two drug SMILES strings and cell line genomic features, predict the synergy score measuring deviation from expected non-interaction effect. (1) Drug 1: CC1=C(C(=CC=C1)Cl)NC(=O)C2=CN=C(S2)NC3=CC(=NC(=N3)C)N4CCN(CC4)CCO. Cell line: SNB-75. Synergy scores: CSS=63.3, Synergy_ZIP=-1.74, Synergy_Bliss=2.01, Synergy_Loewe=0.488, Synergy_HSA=2.09. Drug 2: CC1C(C(CC(O1)OC2CC(OC(C2O)C)OC3=CC4=CC5=C(C(=O)C(C(C5)C(C(=O)C(C(C)O)O)OC)OC6CC(C(C(O6)C)O)OC7CC(C(C(O7)C)O)OC8CC(C(C(O8)C)O)(C)O)C(=C4C(=C3C)O)O)O)O. (2) Drug 1: C1CCN(CC1)CCOC2=CC=C(C=C2)C(=O)C3=C(SC4=C3C=CC(=C4)O)C5=CC=C(C=C5)O. Drug 2: CC(C)NC(=O)C1=CC=C(C=C1)CNNC.Cl. Cell line: HS 578T. Synergy scores: CSS=-8.09, Synergy_ZIP=5.09, Synergy_Bliss=4.88, Synergy_Loewe=-2.00, Synergy_HSA=-0.540. (3) Drug 1: CC1C(C(CC(O1)OC2CC(CC3=C2C(=C4C(=C3O)C(=O)C5=C(C4=O)C(=CC=C5)OC)O)(C(=O)C)O)N)O.Cl. Drug 2: C1=NC2=C(N1)C(=S)N=C(N2)N. Cell line: A549. Synergy scores: CSS=55.2, Synergy_ZIP=-5.63, Synergy_Bliss=-3.08, Synergy_Loewe=-3.64, Synergy_HSA=-1.27. (4) Drug 1: C1CCN(CC1)CCOC2=CC=C(C=C2)C(=O)C3=C(SC4=C3C=CC(=C4)O)C5=CC=C(C=C5)O. Drug 2: CC1OCC2C(O1)C(C(C(O2)OC3C4COC(=O)C4C(C5=CC6=C(C=C35)OCO6)C7=CC(=C(C(=C7)OC)O)OC)O)O. Cell line: T-47D. Synergy scores: CSS=26.3, Synergy_ZIP=-11.5, Synergy_Bliss=-5.01, Synergy_Loewe=-4.52, Synergy_HSA=0.566. (5) Drug 1: COC1=CC(=CC(=C1O)OC)C2C3C(COC3=O)C(C4=CC5=C(C=C24)OCO5)OC6C(C(C7C(O6)COC(O7)C8=CC=CS8)O)O. Drug 2: C1CCC(CC1)NC(=O)N(CCCl)N=O. Cell line: CAKI-1. Synergy scores: CSS=53.6, Synergy_ZIP=-5.96, Synergy_Bliss=-4.58, Synergy_Loewe=-1.32, Synergy_HSA=1.35. (6) Drug 1: CC(C1=C(C=CC(=C1Cl)F)Cl)OC2=C(N=CC(=C2)C3=CN(N=C3)C4CCNCC4)N. Cell line: MDA-MB-435. Synergy scores: CSS=0.873, Synergy_ZIP=-0.297, Synergy_Bliss=0.895, Synergy_Loewe=-22.1, Synergy_HSA=-6.39. Drug 2: CS(=O)(=O)C1=CC(=C(C=C1)C(=O)NC2=CC(=C(C=C2)Cl)C3=CC=CC=N3)Cl.